Dataset: Forward reaction prediction with 1.9M reactions from USPTO patents (1976-2016). Task: Predict the product of the given reaction. (1) The product is: [CH2:16]([O:3][C:4]1[CH:13]=[C:12]2[C:7]([CH:8]=[CH:9][C:10]([C:14]#[N:15])=[CH:11]2)=[CH:6][CH:5]=1)[C:17]1[CH:22]=[CH:21][CH:20]=[CH:19][CH:18]=1. Given the reactants [H-].[Na+].[OH:3][C:4]1[CH:13]=[C:12]2[C:7]([CH:8]=[CH:9][C:10]([C:14]#[N:15])=[CH:11]2)=[CH:6][CH:5]=1.[CH2:16](Br)[C:17]1[CH:22]=[CH:21][CH:20]=[CH:19][CH:18]=1.O, predict the reaction product. (2) Given the reactants [C:1]([N:4]1[C:12]2[C:7](=[CH:8][C:9]([F:13])=[CH:10][CH:11]=2)[CH2:6][CH:5]1[C:14]([NH2:16])=O)(=[O:3])[CH3:2].C(N(CC)CC)C.ClC(Cl)(Cl)C(Cl)=O, predict the reaction product. The product is: [C:1]([N:4]1[C:12]2[C:7](=[CH:8][C:9]([F:13])=[CH:10][CH:11]=2)[CH2:6][CH:5]1[C:14]#[N:16])(=[O:3])[CH3:2]. (3) Given the reactants [NH2:1][C:2]1[C:11]2[CH:10]=[CH:9][CH:8]=[C:7](Br)[C:6]=2[N:5]=[C:4]2[CH2:13][N:14]([CH2:17][C:18]3[CH:23]=[CH:22][C:21]([O:24][CH3:25])=[CH:20][CH:19]=3)[C:15](=[O:16])[C:3]=12.[F:26][C:27]1[CH:32]=[CH:31][CH:30]=[C:29]([O:33][CH3:34])[C:28]=1B(O)O, predict the reaction product. The product is: [NH2:1][C:2]1[C:11]2[CH:10]=[CH:9][CH:8]=[C:7]([C:28]3[C:29]([O:33][CH3:34])=[CH:30][CH:31]=[CH:32][C:27]=3[F:26])[C:6]=2[N:5]=[C:4]2[CH2:13][N:14]([CH2:17][C:18]3[CH:23]=[CH:22][C:21]([O:24][CH3:25])=[CH:20][CH:19]=3)[C:15](=[O:16])[C:3]=12. (4) Given the reactants [Cl:1][C:2]1[CH:8]=[C:7]([O:9][C:10]2[C:19]3[C:14](=[CH:15][C:16]([O:22][CH3:23])=[C:17]([O:20][CH3:21])[CH:18]=3)[N:13]=[CH:12][N:11]=2)[CH:6]=[CH:5][C:3]=1[NH2:4].ClC(Cl)(O[C:28](=[O:34])OC(Cl)(Cl)Cl)Cl.[CH2:36]([N:43]1[CH2:47][CH2:46][C@@H:45]([NH2:48])[CH2:44]1)[C:37]1[CH:42]=[CH:41][CH:40]=[CH:39][CH:38]=1.C(=O)([O-])O.[Na+], predict the reaction product. The product is: [CH2:36]([N:43]1[CH2:47][CH2:46][C@@H:45]([NH:48][C:28]([NH:4][C:3]2[CH:5]=[CH:6][C:7]([O:9][C:10]3[C:19]4[C:14](=[CH:15][C:16]([O:22][CH3:23])=[C:17]([O:20][CH3:21])[CH:18]=4)[N:13]=[CH:12][N:11]=3)=[CH:8][C:2]=2[Cl:1])=[O:34])[CH2:44]1)[C:37]1[CH:38]=[CH:39][CH:40]=[CH:41][CH:42]=1. (5) Given the reactants [Br:1][C:2]1[C:7]([CH3:8])=[CH:6][CH:5]=[CH:4][C:3]=1[CH:9]([O:14][C:15]([CH3:18])([CH3:17])[CH3:16])[C:10]([O:12][CH3:13])=[O:11].BrN1C(=[O:25])CCC1=O.N(C1(C#N)CCCCC1)=NC1(C#N)CCCCC1.C[N+]1([O-])CCOCC1, predict the reaction product. The product is: [Br:1][C:2]1[C:7]([CH:8]=[O:25])=[CH:6][CH:5]=[CH:4][C:3]=1[CH:9]([O:14][C:15]([CH3:18])([CH3:17])[CH3:16])[C:10]([O:12][CH3:13])=[O:11].